Dataset: Forward reaction prediction with 1.9M reactions from USPTO patents (1976-2016). Task: Predict the product of the given reaction. The product is: [Br:1][C:2]1[CH:3]=[C:4]([S:8]([CH2:9][C:10]([O:12][CH2:13][CH3:14])=[O:11])(=[O:15])=[O:21])[CH:5]=[CH:6][CH:7]=1. Given the reactants [Br:1][C:2]1[CH:3]=[C:4]([S:8][CH2:9][C:10]([O:12][CH2:13][CH3:14])=[O:11])[CH:5]=[CH:6][CH:7]=1.[OH:15]OS([O-])=O.[K+].[OH2:21], predict the reaction product.